This data is from Forward reaction prediction with 1.9M reactions from USPTO patents (1976-2016). The task is: Predict the product of the given reaction. (1) Given the reactants [Cl:1][C:2]1[CH:3]=[C:4]([C:12]2([C:29]([F:32])([F:31])[F:30])[O:16][N:15]=[C:14]([C:17]3[CH:27]=[CH:26][C:20]([C:21]([O:23]CC)=[O:22])=[C:19]([CH3:28])[CH:18]=3)[CH2:13]2)[CH:5]=[C:6]([C:8]([F:11])([F:10])[F:9])[CH:7]=1.CO.[OH-].[Na+], predict the reaction product. The product is: [Cl:1][C:2]1[CH:3]=[C:4]([C:12]2([C:29]([F:31])([F:30])[F:32])[O:16][N:15]=[C:14]([C:17]3[CH:27]=[CH:26][C:20]([C:21]([OH:23])=[O:22])=[C:19]([CH3:28])[CH:18]=3)[CH2:13]2)[CH:5]=[C:6]([C:8]([F:9])([F:10])[F:11])[CH:7]=1. (2) Given the reactants C(O[C:6](=O)[N:7]([C@H:9]([C:11](=[O:31])[NH:12][C:13]1[CH:14]=[CH:15][C:16]2[N:21]([C:22]3[CH:27]=[CH:26][C:25]([Cl:28])=[CH:24][CH:23]=3)[C:20](=[O:29])[CH2:19][O:18][C:17]=2[N:30]=1)[CH3:10])C)(C)(C)C.Cl, predict the reaction product. The product is: [ClH:28].[Cl:28][C:25]1[CH:26]=[CH:27][C:22]([N:21]2[C:20](=[O:29])[CH2:19][O:18][C:17]3[N:30]=[C:13]([NH:12][C:11](=[O:31])[C@@H:9]([NH:7][CH3:6])[CH3:10])[CH:14]=[CH:15][C:16]2=3)=[CH:23][CH:24]=1. (3) Given the reactants [C:1]([O:5][C:6]([N:8]1[CH2:13][CH2:12][CH2:11][C@@H:10]([C:14]([OH:16])=O)[CH2:9]1)=[O:7])([CH3:4])([CH3:3])[CH3:2].CN(C(ON1N=NC2C=CC=NC1=2)=[N+](C)C)C.F[P-](F)(F)(F)(F)F.[Cl:41][C:42]1[C:43]([C:49]2[CH:50]=[N:51][CH:52]=[C:53]([NH:55][CH2:56][CH:57]3[CH2:62][CH2:61][O:60][CH2:59][CH2:58]3)[CH:54]=2)=[CH:44][C:45]([NH2:48])=[N:46][CH:47]=1.CCN(C(C)C)C(C)C, predict the reaction product. The product is: [C:1]([O:5][C:6]([N:8]1[CH2:13][CH2:12][CH2:11][C@@H:10]([C:14](=[O:16])[NH:48][C:45]2[CH:44]=[C:43]([C:49]3[CH:50]=[N:51][CH:52]=[C:53]([NH:55][CH2:56][CH:57]4[CH2:62][CH2:61][O:60][CH2:59][CH2:58]4)[CH:54]=3)[C:42]([Cl:41])=[CH:47][N:46]=2)[CH2:9]1)=[O:7])([CH3:2])([CH3:3])[CH3:4]. (4) The product is: [P:73]([O:72][C:64]1[C:65]2[CH:71]=[CH:70][CH:69]=[CH:68][C:66]=2[C:67]2[C@H:59]([CH2:58][Cl:57])[CH2:60][N:61]([C:85](=[O:92])[CH2:86][CH2:87][CH2:88][C:89]([N:5]3[C:6]4[CH:7]=[C:8]([O:16][CH2:17][C:18]5[CH:19]=[CH:20][C:21]([NH:24][C:25](=[O:56])[C@@H:26]([NH:34][C:35](=[O:55])[C@@H:36]([NH:40][C:41](=[O:54])[CH2:42][CH2:43][CH2:44][CH2:45][CH2:46][N:47]6[C:51](=[O:52])[CH:50]=[CH:49][C:48]6=[O:53])[CH:37]([CH3:39])[CH3:38])[CH2:27][CH2:28][CH2:29][NH:30][C:31]([NH2:33])=[O:32])=[CH:22][CH:23]=5)[C:9]5[CH:15]=[CH:14][CH:13]=[CH:12][C:10]=5[C:11]=4[C@H:3]([CH2:2][Cl:1])[CH2:4]3)=[O:90])[C:62]=2[CH:63]=1)([O:80][C:81]([CH3:82])([CH3:83])[CH3:84])([O:75][C:76]([CH3:79])([CH3:78])[CH3:77])=[O:74]. Given the reactants [Cl:1][CH2:2][C@H:3]1[C:11]2[C:10]3[CH:12]=[CH:13][CH:14]=[CH:15][C:9]=3[C:8]([O:16][CH2:17][C:18]3[CH:23]=[CH:22][C:21]([NH:24][C:25](=[O:56])[C@@H:26]([NH:34][C:35](=[O:55])[C@@H:36]([NH:40][C:41](=[O:54])[CH2:42][CH2:43][CH2:44][CH2:45][CH2:46][N:47]4[C:51](=[O:52])[CH:50]=[CH:49][C:48]4=[O:53])[CH:37]([CH3:39])[CH3:38])[CH2:27][CH2:28][CH2:29][NH:30][C:31]([NH2:33])=[O:32])=[CH:20][CH:19]=3)=[CH:7][C:6]=2[NH:5][CH2:4]1.[Cl:57][CH2:58][C@H:59]1[C:67]2[C:66]3[CH:68]=[CH:69][CH:70]=[CH:71][C:65]=3[C:64]([O:72][P:73]([O:80][C:81]([CH3:84])([CH3:83])[CH3:82])([O:75][C:76]([CH3:79])([CH3:78])[CH3:77])=[O:74])=[CH:63][C:62]=2[N:61]([C:85](=[O:92])[CH2:86][CH2:87][CH2:88][C:89](O)=[O:90])[CH2:60]1.CCN=C=NCCCN(C)C.Cl.C1(C)C=CC(S(O)(=O)=O)=CC=1.C([O-])(O)=O.[Na+], predict the reaction product. (5) Given the reactants [CH3:1][O:2][C:3]1[CH:4]=[CH:5][C:6]2[C:14](=[O:15])[CH2:13][CH2:12][CH2:11][CH2:10][C:9](=[O:16])[NH:8][C:7]=2[CH:17]=1.O=S(Cl)Cl.[O:22]1CCOC[CH2:23]1, predict the reaction product. The product is: [NH2:8][C:7]1[CH:17]=[C:3]([O:2][CH3:1])[CH:4]=[CH:5][C:6]=1[C:14](=[O:15])[CH2:13][CH2:12][CH2:11][CH2:10][C:9]([O:22][CH3:23])=[O:16]. (6) Given the reactants [F:1][C:2]1[CH:7]=[C:6]([N+:8]([O-])=O)[CH:5]=[CH:4][C:3]=1[N:11]1[CH:15]=[C:14]2[CH2:16][N:17]([C:19]3[N:20]=[N:21][N:22]([CH3:24])[N:23]=3)[CH2:18][C:13]2=[N:12]1, predict the reaction product. The product is: [F:1][C:2]1[CH:7]=[C:6]([NH2:8])[CH:5]=[CH:4][C:3]=1[N:11]1[CH:15]=[C:14]2[CH2:16][N:17]([C:19]3[N:20]=[N:21][N:22]([CH3:24])[N:23]=3)[CH2:18][C:13]2=[N:12]1. (7) Given the reactants [C:1]1([C:7]2[N:12]=[CH:11][C:10]([N:13]3[CH2:20][CH:19]4[CH:15]([CH2:16][NH:17][CH2:18]4)[CH2:14]3)=[CH:9][N:8]=2)[CH:6]=[CH:5][CH:4]=[CH:3][CH:2]=1.Cl[CH2:22]CCl.[BH-](OC(C)=O)(OC(C)=O)OC(C)=O.[Na+], predict the reaction product. The product is: [CH3:22][N:17]1[CH2:18][CH:19]2[CH:15]([CH2:14][N:13]([C:10]3[CH:9]=[N:8][C:7]([C:1]4[CH:2]=[CH:3][CH:4]=[CH:5][CH:6]=4)=[N:12][CH:11]=3)[CH2:20]2)[CH2:16]1.